From a dataset of Reaction yield outcomes from USPTO patents with 853,638 reactions. Predict the reaction yield, written as a fraction of the theoretical maximum amount of product (1.0 means a 100% yield; for example, 0.34 means a 34% yield). (1) The reactants are [C:1]([NH:8][C@@H:9]([C:14]([OH:16])=O)[C:10]([CH3:13])([CH3:12])[CH3:11])([O:3]C(C)(C)C)=O.[CH:17]1[CH:18]=[CH:19][C:20]2[N:25](O)N=N[C:21]=2[CH:22]=1.CCN=C=NCCCN(C)C.[CH3:38][C:39]1[N:43]2[C:44](=[O:55])[N:45]([CH2:47][CH2:48][N:49]3[CH2:54][CH2:53][NH:52][CH2:51][CH2:50]3)[CH2:46][C:42]2=[CH:41][N:40]=1.C(Cl)[Cl:57]. The catalyst is C(N(CC)CC)C. The product is [Cl:57][C:17]1[CH:22]=[CH:21][C:20]([NH:25][C:1]([NH:8][C@@H:9]([C:14]([N:52]2[CH2:51][CH2:50][N:49]([CH2:48][CH2:47][N:45]3[CH2:46][C:42]4=[CH:41][N:40]=[C:39]([CH3:38])[N:43]4[C:44]3=[O:55])[CH2:54][CH2:53]2)=[O:16])[C:10]([CH3:11])([CH3:12])[CH3:13])=[O:3])=[CH:19][CH:18]=1. The yield is 0.790. (2) The product is [CH3:1][O:2][C:3]1[CH:4]=[C:5]2[C:10](=[CH:11][C:12]=1[O:13][CH3:14])[N:9]=[CH:8][CH:7]=[C:6]2[O:15][C:16]1[C:22]([CH3:23])=[CH:21][C:19]([NH:20][C:29](=[O:35])[O:28][CH2:26][C:39]2[CH:40]=[CH:41][CH:42]=[CH:43][C:38]=2[CH3:37])=[C:18]([CH3:24])[CH:17]=1. The yield is 0.770. The reactants are [CH3:1][O:2][C:3]1[CH:4]=[C:5]2[C:10](=[CH:11][C:12]=1[O:13][CH3:14])[N:9]=[CH:8][CH:7]=[C:6]2[O:15][C:16]1[C:22]([CH3:23])=[CH:21][C:19]([NH2:20])=[C:18]([CH3:24])[CH:17]=1.Cl[C:26](Cl)([O:28][C:29](=[O:35])OC(Cl)(Cl)Cl)Cl.[CH3:37][C:38]1[CH:43]=[CH:42][CH:41]=[CH:40][C:39]=1CO.C(=O)(O)[O-].[Na+]. The catalyst is C(Cl)Cl.C(N(CC)CC)C.C1(C)C=CC=CC=1. (3) The reactants are [C:1]([N:5]1[C:9]([C:10]2[CH:15]=[CH:14][C:13]([F:16])=[CH:12][CH:11]=2)=[C:8]([C:17]([NH2:19])=O)[CH:7]=[N:6]1)([CH3:4])([CH3:3])[CH3:2].COC1C=CC(P2(SP(C3C=CC(OC)=CC=3)(=S)S2)=[S:29])=CC=1. The catalyst is C1COCC1. The product is [C:1]([N:5]1[C:9]([C:10]2[CH:15]=[CH:14][C:13]([F:16])=[CH:12][CH:11]=2)=[C:8]([C:17](=[S:29])[NH2:19])[CH:7]=[N:6]1)([CH3:4])([CH3:3])[CH3:2]. The yield is 0.650.